This data is from Full USPTO retrosynthesis dataset with 1.9M reactions from patents (1976-2016). The task is: Predict the reactants needed to synthesize the given product. (1) Given the product [F:20][C:21]1[CH:29]=[CH:28][CH:27]=[C:26]([F:30])[C:22]=1[C:23]([NH:17][C:14]1[CH:13]=[N:12][C:11]([C:9]2[C:8]([CH3:18])=[CH:7][C:4]3[O:5][CH2:6][C:2]([CH3:19])([CH3:1])[C:3]=3[CH:10]=2)=[CH:16][N:15]=1)=[O:24], predict the reactants needed to synthesize it. The reactants are: [CH3:1][C:2]1([CH3:19])[CH2:6][O:5][C:4]2[CH:7]=[C:8]([CH3:18])[C:9]([C:11]3[N:12]=[CH:13][C:14]([NH2:17])=[N:15][CH:16]=3)=[CH:10][C:3]1=2.[F:20][C:21]1[CH:29]=[CH:28][CH:27]=[C:26]([F:30])[C:22]=1[C:23](Cl)=[O:24].CCN(C(C)C)C(C)C.C([O-])(O)=O.[Na+].C(Cl)Cl. (2) Given the product [CH2:1]([O:8][C:9]1[C:18]([CH:19]([OH:20])[C:41]([F:44])([F:43])[F:42])=[C:17]2[C:12]([C:13](=[O:38])[C:14]([CH3:37])=[C:15]([CH:21]3[CH2:26][CH2:25][N:24]([C:27]([O:29][CH2:30][C:31]4[CH:32]=[CH:33][CH:34]=[CH:35][CH:36]=4)=[O:28])[CH2:23][CH2:22]3)[O:16]2)=[CH:11][CH:10]=1)[C:2]1[CH:7]=[CH:6][CH:5]=[CH:4][CH:3]=1, predict the reactants needed to synthesize it. The reactants are: [CH2:1]([O:8][C:9]1[C:18]([CH:19]=[O:20])=[C:17]2[C:12]([C:13](=[O:38])[C:14]([CH3:37])=[C:15]([CH:21]3[CH2:26][CH2:25][N:24]([C:27]([O:29][CH2:30][C:31]4[CH:36]=[CH:35][CH:34]=[CH:33][CH:32]=4)=[O:28])[CH2:23][CH2:22]3)[O:16]2)=[CH:11][CH:10]=1)[C:2]1[CH:7]=[CH:6][CH:5]=[CH:4][CH:3]=1.C[Si](C)(C)[C:41]([F:44])([F:43])[F:42].C(OCC)(=O)C. (3) Given the product [CH2:9]([O:11][C:12](=[O:20])[C:13]1[CH:18]=[CH:17][C:16]([N:19]2[CH2:7][CH2:6][NH:5][CH2:4][CH2:3]2)=[CH:15][CH:14]=1)[CH3:10], predict the reactants needed to synthesize it. The reactants are: Cl.Cl[CH2:3][CH2:4][NH:5][CH2:6][CH2:7]Cl.[CH2:9]([O:11][C:12](=[O:20])[C:13]1[CH:18]=[CH:17][C:16]([NH2:19])=[CH:15][CH:14]=1)[CH3:10].C(=O)([O-])[O-].[K+].[K+]. (4) Given the product [Cl:28][C:29]1[CH:38]=[C:37]([O:10][CH2:9][C:8]2[CH:11]=[CH:12][C:5]([O:4][CH3:3])=[CH:6][CH:7]=2)[C:36]2[C:31](=[C:32]([Cl:42])[C:33]([O:40][CH3:41])=[CH:34][CH:35]=2)[N:30]=1, predict the reactants needed to synthesize it. The reactants are: [H-].[Na+].[CH3:3][O:4][C:5]1[CH:12]=[CH:11][C:8]([CH2:9][OH:10])=[CH:7][CH:6]=1.C1OCCOCCOCCOCCOC1.[Cl:28][C:29]1[CH:38]=[C:37](Cl)[C:36]2[C:31](=[C:32]([Cl:42])[C:33]([O:40][CH3:41])=[CH:34][CH:35]=2)[N:30]=1. (5) Given the product [Cl:1][C:2]1[CH:3]=[C:4]([N:9]([CH2:19][CH2:18][O:17][CH3:16])[CH2:10][C:11]([O:13][CH2:14][CH3:15])=[O:12])[CH:5]=[CH:6][C:7]=1[Cl:8], predict the reactants needed to synthesize it. The reactants are: [Cl:1][C:2]1[CH:3]=[C:4]([NH:9][CH2:10][C:11]([O:13][CH2:14][CH3:15])=[O:12])[CH:5]=[CH:6][C:7]=1[Cl:8].[CH3:16][O:17][CH2:18][CH2:19]Br.[I-].[Na+].C(=O)(O)[O-].[Na+].FC(F)(F)C(O)=O. (6) Given the product [C:61]([O:60][C:58]([NH:57][C@@H:45]([CH2:46][CH2:47][CH2:48][NH:49][C:50](=[O:51])[O:52][C:53]([CH3:56])([CH3:55])[CH3:54])[CH2:44][NH:43][C:41](=[O:42])[CH2:40][C@H:28]([CH2:29][CH2:30][CH2:31][NH:32][C:33]([O:34][C:35]([CH3:38])([CH3:36])[CH3:37])=[O:39])[NH:27][C:24](=[O:26])[C@@H:12]([NH:11][C:9](=[O:10])[O:8][CH2:1][C:2]1[CH:3]=[CH:4][CH:5]=[CH:6][CH:7]=1)[CH2:13][CH2:14][CH2:15][NH:16][C:17]([O:19][C:20]([CH3:21])([CH3:22])[CH3:23])=[O:18])=[O:59])([CH3:62])([CH3:63])[CH3:64], predict the reactants needed to synthesize it. The reactants are: [CH2:1]([O:8][C:9]([NH:11][C@H:12]([C:24]([OH:26])=O)[CH2:13][CH2:14][CH2:15][NH:16][C:17]([O:19][C:20]([CH3:23])([CH3:22])[CH3:21])=[O:18])=[O:10])[C:2]1[CH:7]=[CH:6][CH:5]=[CH:4][CH:3]=1.[NH2:27][C@H:28]([CH2:40][C:41]([NH:43][CH2:44][C@@H:45]([NH:57][C:58]([O:60][C:61]([CH3:64])([CH3:63])[CH3:62])=[O:59])[CH2:46][CH2:47][CH2:48][NH:49][C:50]([O:52][C:53]([CH3:56])([CH3:55])[CH3:54])=[O:51])=[O:42])[CH2:29][CH2:30][CH2:31][NH:32][C:33](=[O:39])[O:34][C:35]([CH3:38])([CH3:37])[CH3:36].C(Cl)CCl.C1C=CC2N(O)N=NC=2C=1.